Dataset: Forward reaction prediction with 1.9M reactions from USPTO patents (1976-2016). Task: Predict the product of the given reaction. (1) Given the reactants [C:1]([C:4]([C@@H:17]1[CH2:21][CH2:20][N:19](CCCCCCCO)[CH2:18]1)([C:11]1[CH:16]=[CH:15][CH:14]=[CH:13][CH:12]=1)[C:5]1[CH:10]=[CH:9][CH:8]=[CH:7][CH:6]=1)(=[O:3])[NH2:2].C(N(CC)C(C)C)(C)C.CS(C)=O.O, predict the reaction product. The product is: [C:1]([C:4]([C@@H:17]1[CH2:21][CH2:20][NH:19][CH2:18]1)([C:11]1[CH:12]=[CH:13][CH:14]=[CH:15][CH:16]=1)[C:5]1[CH:10]=[CH:9][CH:8]=[CH:7][CH:6]=1)(=[O:3])[NH2:2]. (2) Given the reactants [CH2:1]([C:3](=[CH:6][CH2:7][C@H:8]1[CH2:12][CH2:11][CH:10]([CH3:13])[C:9]1([CH3:15])[CH3:14])[CH:4]=[O:5])[CH3:2].[BH4-].[Na+], predict the reaction product. The product is: [CH2:1]([C:3](=[CH:6][CH2:7][C@H:8]1[CH2:12][CH2:11][CH:10]([CH3:13])[C:9]1([CH3:14])[CH3:15])[CH2:4][OH:5])[CH3:2]. (3) The product is: [CH3:19][N:18]([CH3:20])[CH2:17][C:16]([NH:15][C:13]1[N:14]=[C:9]2[CH:8]=[CH:7][C:6]([O:5][C:4]3[CH:3]=[C:2]([NH:1][C:31]([C:30]4[N:26]([CH3:25])[N:27]=[C:28]([CH3:34])[CH:29]=4)=[O:32])[CH:24]=[CH:23][CH:22]=3)=[N:11][N:10]2[CH:12]=1)=[O:21]. Given the reactants [NH2:1][C:2]1[CH:3]=[C:4]([CH:22]=[CH:23][CH:24]=1)[O:5][C:6]1[CH:7]=[CH:8][C:9]2[N:10]([CH:12]=[C:13]([NH:15][C:16](=[O:21])[CH2:17][N:18]([CH3:20])[CH3:19])[N:14]=2)[N:11]=1.[CH3:25][N:26]1[C:30]([C:31](Cl)=[O:32])=[CH:29][C:28]([CH3:34])=[N:27]1, predict the reaction product. (4) Given the reactants [CH3:1][CH:2]1[CH2:7][CH2:6][N:5]([C:8]([O:10]CC2C=CC=CC=2)=O)[CH:4]2[CH2:18][CH2:19][N:20]([C:21]3[C:22]4[CH:29]=[CH:28][NH:27][C:23]=4[N:24]=[CH:25][N:26]=3)[CH:3]12.Br.C(O)(=O)C.C1CCN2[C:38](=[N:39]CCC2)[CH2:37]C1.C(CC(OC)=O)#N, predict the reaction product. The product is: [CH3:1][CH:2]1[CH2:7][CH2:6][N:5]([C:8](=[O:10])[CH2:37][C:38]#[N:39])[CH:4]2[CH2:18][CH2:19][N:20]([C:21]3[C:22]4[CH:29]=[CH:28][NH:27][C:23]=4[N:24]=[CH:25][N:26]=3)[CH:3]12. (5) Given the reactants [NH2:1][C:2]1[CH:7]=[CH:6][CH:5]=[CH:4][C:3]=1[NH:8][C:9](=[O:29])[C:10]([OH:28])([C:24]([F:27])([F:26])[F:25])[CH2:11][C:12]([C:15]1[CH:20]=[C:19]([F:21])[CH:18]=[CH:17][C:16]=1[O:22][CH3:23])([CH3:14])[CH3:13].[C:30](O)(=[O:32])[CH3:31], predict the reaction product. The product is: [C:30]([NH:1][C:2]1[CH:7]=[CH:6][CH:5]=[CH:4][C:3]=1[NH:8][C:9](=[O:29])[C:10]([OH:28])([C:24]([F:27])([F:25])[F:26])[CH2:11][C:12]([C:15]1[CH:20]=[C:19]([F:21])[CH:18]=[CH:17][C:16]=1[O:22][CH3:23])([CH3:14])[CH3:13])(=[O:32])[CH3:31].